Dataset: Full USPTO retrosynthesis dataset with 1.9M reactions from patents (1976-2016). Task: Predict the reactants needed to synthesize the given product. (1) Given the product [F:1][C:2]1[CH:27]=[CH:26][CH:25]=[CH:24][C:3]=1[O:4][CH2:5][CH2:6][CH2:7][CH2:8][CH2:9][CH2:10][CH2:11][CH2:12][NH2:13], predict the reactants needed to synthesize it. The reactants are: [F:1][C:2]1[CH:27]=[CH:26][CH:25]=[CH:24][C:3]=1[O:4][CH2:5][CH2:6][CH2:7][CH2:8][CH2:9][CH2:10][CH2:11][CH2:12][N:13]1C(=O)C2=CC=CC=C2C1=O.O.NN.C(OC1C=C(CN)C=CC=1)CCCCC. (2) The reactants are: Cl[CH2:2][CH2:3][O:4][C:5]1[CH:13]=[C:12]2[C:8]([C:9]([C:15]3[N:23]([S:24]([C:27]4[CH:32]=[CH:31][C:30]([CH3:33])=[CH:29][CH:28]=4)(=[O:26])=[O:25])[C:18]4=[N:19][CH:20]=[CH:21][CH:22]=[C:17]4[CH:16]=3)=[CH:10][N:11]2[CH3:14])=[CH:7][C:6]=1[O:34][CH3:35].[I-:36].[Na+].C1CCCCC1.C(OCC)(=O)C. Given the product [I:36][CH2:2][CH2:3][O:4][C:5]1[CH:13]=[C:12]2[C:8]([C:9]([C:15]3[N:23]([S:24]([C:27]4[CH:32]=[CH:31][C:30]([CH3:33])=[CH:29][CH:28]=4)(=[O:26])=[O:25])[C:18]4=[N:19][CH:20]=[CH:21][CH:22]=[C:17]4[CH:16]=3)=[CH:10][N:11]2[CH3:14])=[CH:7][C:6]=1[O:34][CH3:35], predict the reactants needed to synthesize it. (3) Given the product [Cl:53][C:54]1[CH:59]=[CH:58][CH:57]=[CH:56][C:55]=1[NH:60][C:61](=[O:62])[NH:32][C:33]1[CH:34]=[CH:35][C:36]([C:39]2[N:43]=[C:42]([CH2:44][CH2:45][CH2:46][C:47]([O:49][CH3:50])=[O:48])[O:41][N:40]=2)=[CH:37][CH:38]=1, predict the reactants needed to synthesize it. The reactants are: FC(F)(F)C1C=C(NC(=O)NC2C=CC(C3SC(CCC(OC)=O)=NC=3)=CC=2)C=CC=1.[NH2:32][C:33]1[CH:38]=[CH:37][C:36]([C:39]2[N:43]=[C:42]([CH2:44][CH2:45][C:46](C)(C)[C:47]([O:49][CH3:50])=[O:48])[O:41][N:40]=2)=[CH:35][CH:34]=1.[Cl:53][C:54]1[CH:59]=[CH:58][CH:57]=[CH:56][C:55]=1[N:60]=[C:61]=[O:62]. (4) The reactants are: Cl[C:2]([O:4][CH2:5][C:6]([Cl:9])([Cl:8])[Cl:7])=[O:3].N1C=CC=CC=1.[CH:16]([O:19][CH:20]([O:34][CH:35]([CH3:37])[CH3:36])[C:21]([CH3:33])([CH3:32])[C:22](=[O:31])[CH2:23][C@@H:24]([OH:30])[C@@H:25]([CH3:29])[CH2:26][CH:27]=[CH2:28])([CH3:18])[CH3:17].[Na+].[Cl-]. Given the product [CH:35]([O:34][CH:20]([O:19][CH:16]([CH3:18])[CH3:17])[C:21]([CH3:32])([CH3:33])[C:22](=[O:31])[CH2:23][C@@H:24]([O:30][C:2]([O:4][CH2:5][C:6]([Cl:9])([Cl:8])[Cl:7])=[O:3])[C@@H:25]([CH3:29])[CH2:26][CH:27]=[CH2:28])([CH3:37])[CH3:36], predict the reactants needed to synthesize it. (5) Given the product [Cl:1][C:2]1[N:3]=[C:4]([CH2:9][OH:10])[CH:5]=[CH:6][C:7]=1[O:8][CH:18]([CH3:20])[CH3:19], predict the reactants needed to synthesize it. The reactants are: [Cl:1][C:2]1[C:7]([OH:8])=[CH:6][CH:5]=[C:4]([CH2:9][OH:10])[N:3]=1.C([O-])([O-])=O.[K+].[K+].Br[CH:18]([CH3:20])[CH3:19]. (6) Given the product [F:23][C:24]([F:37])([F:36])[S:25]([O:1][C:2]1[CH:11]=[C:10]2[C:5]([CH2:6][CH2:7][CH:8]([C:12]([O:14][CH3:15])=[O:13])[CH2:9]2)=[CH:4][CH:3]=1)(=[O:27])=[O:26], predict the reactants needed to synthesize it. The reactants are: [OH:1][C:2]1[CH:11]=[C:10]2[C:5]([CH2:6][CH2:7][CH:8]([C:12]([O:14][CH3:15])=[O:13])[CH2:9]2)=[CH:4][CH:3]=1.C(N(CC)CC)C.[F:23][C:24]([F:37])([F:36])[S:25](O[S:25]([C:24]([F:37])([F:36])[F:23])(=[O:27])=[O:26])(=[O:27])=[O:26].